From a dataset of Forward reaction prediction with 1.9M reactions from USPTO patents (1976-2016). Predict the product of the given reaction. (1) Given the reactants [F:1][C:2]([C:12]1[CH:17]=[CH:16][C:15](I)=[CH:14][CH:13]=1)([CH3:11])[CH2:3][NH:4][S:5]([CH:8]([CH3:10])[CH3:9])(=[O:7])=[O:6].[S:19]1[CH:23]=[CH:22][CH:21]=[CH:20]1.C1C=CC=C(B(O)O)C=1.C(=O)([O-])[O-].[K+].[K+].O, predict the reaction product. The product is: [F:1][C:2]([C:12]1[CH:17]=[CH:16][C:15]([C:21]2[CH:22]=[CH:23][S:19][CH:20]=2)=[CH:14][CH:13]=1)([CH3:11])[CH2:3][NH:4][S:5]([CH:8]([CH3:10])[CH3:9])(=[O:7])=[O:6]. (2) Given the reactants [CH3:1][O:2][CH2:3][CH2:4][NH2:5].O=[C:7]1[CH2:10][N:9]([C:11]([O:13][C:14]([CH3:17])([CH3:16])[CH3:15])=[O:12])[CH2:8]1.CC(O)=O, predict the reaction product. The product is: [CH3:1][O:2][CH2:3][CH2:4][NH:5][CH:7]1[CH2:8][N:9]([C:11]([O:13][C:14]([CH3:17])([CH3:16])[CH3:15])=[O:12])[CH2:10]1. (3) Given the reactants [F:1][C:2]1[CH:3]=[C:4]([CH2:8][N:9]2[C:13]3=[N:14][C:15]([C:18]4[C:19]5[CH:26]=[C:25]([C:27]6[CH2:28][N:29](C([O:35][C:36]([CH3:39])(C)C)=O)[CH2:30][CH2:31][CH:32]=6)[N:24](S(C6C=CC(C)=CC=6)(=O)=O)[C:20]=5[N:21]=[CH:22][CH:23]=4)=[CH:16][CH:17]=[C:12]3[CH:11]=[CH:10]2)[CH:5]=[N:6][CH:7]=1.[OH-:50].[Na+], predict the reaction product. The product is: [C:36]([O-:35])(=[O:50])[CH3:39].[NH4+:6].[F:1][C:2]1[CH:3]=[C:4]([CH2:8][N:9]2[C:13]3=[N:14][C:15]([C:18]4[C:19]5[CH:26]=[C:25]([C:27]6[CH2:28][NH:29][CH2:30][CH2:31][CH:32]=6)[NH:24][C:20]=5[N:21]=[CH:22][CH:23]=4)=[CH:16][CH:17]=[C:12]3[CH:11]=[CH:10]2)[CH:5]=[N:6][CH:7]=1. (4) The product is: [CH3:5][O:4][CH2:11][NH:6][C:7]([CH:8]1[CH2:10][CH2:9]1)=[O:16]. Given the reactants Cl.CN[O:4][CH3:5].[N:6]1[CH:11]=[CH:10][CH:9]=[CH:8][CH:7]=1.C1(C(Cl)=[O:16])CC1, predict the reaction product. (5) Given the reactants Cl[C:2]1[CH:7]=[CH:6][N:5]=[C:4]([S:8][CH3:9])[N:3]=1.[IH:10].C(=O)(O)[O-].[Na+].C(=O)([O-])[O-].[Na+].[Na+], predict the reaction product. The product is: [I:10][C:2]1[CH:7]=[CH:6][N:5]=[C:4]([S:8][CH3:9])[N:3]=1. (6) Given the reactants C1(CO[C:9]([N:11]2[CH2:16][CH2:15][N:14]3[C:17](=[O:22])[O:18][C:19]([CH3:21])([CH3:20])[CH:13]3[CH2:12]2)=[O:10])C=CC=CC=1.[F:23][C:24]1[CH:33]=[CH:32][C:27]([CH2:28][N:29]=C=O)=[CH:26][CH:25]=1, predict the reaction product. The product is: [F:23][C:24]1[CH:33]=[CH:32][C:27]([CH2:28][NH:29][C:9]([N:11]2[CH2:16][CH2:15][N:14]3[C:17](=[O:22])[O:18][C:19]([CH3:20])([CH3:21])[CH:13]3[CH2:12]2)=[O:10])=[CH:26][CH:25]=1.